Dataset: Forward reaction prediction with 1.9M reactions from USPTO patents (1976-2016). Task: Predict the product of the given reaction. Given the reactants [C:1]1([C:25]2[CH:30]=[CH:29][CH:28]=[CH:27][CH:26]=2)[CH:6]=[CH:5][C:4]([C:7]([NH:9][CH2:10][C:11]2[CH:12]=[C:13]([NH:17]C(=O)OC(C)(C)C)[CH:14]=[CH:15][CH:16]=2)=[O:8])=[CH:3][CH:2]=1.FC(F)(F)C(O)=O.O, predict the reaction product. The product is: [NH2:17][C:13]1[CH:12]=[C:11]([CH:16]=[CH:15][CH:14]=1)[CH2:10][NH:9][C:7]([C:4]1[CH:5]=[CH:6][C:1]([C:25]2[CH:30]=[CH:29][CH:28]=[CH:27][CH:26]=2)=[CH:2][CH:3]=1)=[O:8].